Dataset: Reaction yield outcomes from USPTO patents with 853,638 reactions. Task: Predict the reaction yield, written as a fraction of the theoretical maximum amount of product (1.0 means a 100% yield; for example, 0.34 means a 34% yield). (1) The catalyst is [Fe]. The yield is 0.500. The product is [NH2:11][C:6]1[C:7]([CH3:10])=[C:8]([CH3:9])[C:3]([C:1]#[N:2])=[N:4][CH:5]=1. The reactants are [C:1]([C:3]1[C:8]([CH3:9])=[C:7]([CH3:10])[C:6]([N+:11]([O-])=O)=[CH:5][N:4]=1)#[N:2].[Cl-].[Ca+2].[Cl-]. (2) The reactants are CCCC[N+](CCCC)(CCCC)CCCC.[F-].[Si]([O:26][CH:27]1[CH2:30][CH:29]([C:31]#[C:32][C:33]2[O:37][N:36]=[C:35]([CH2:38][CH2:39][C@@:40]([CH3:55])([S:51]([CH3:54])(=[O:53])=[O:52])[C:41]([O:43][CH2:44][C:45]3[CH:50]=[CH:49][CH:48]=[CH:47][CH:46]=3)=[O:42])[CH:34]=2)[CH2:28]1)(C(C)(C)C)(C)C. The catalyst is C1COCC1. The product is [OH:26][CH:27]1[CH2:30][CH:29]([C:31]#[C:32][C:33]2[O:37][N:36]=[C:35]([CH2:38][CH2:39][C@@:40]([CH3:55])([S:51]([CH3:54])(=[O:52])=[O:53])[C:41]([O:43][CH2:44][C:45]3[CH:46]=[CH:47][CH:48]=[CH:49][CH:50]=3)=[O:42])[CH:34]=2)[CH2:28]1. The yield is 0.680.